This data is from Forward reaction prediction with 1.9M reactions from USPTO patents (1976-2016). The task is: Predict the product of the given reaction. Given the reactants Br[CH2:2][CH2:3][O:4][C:5]1[CH:14]=[C:13]2[C:8]([C:9]([O:15][C:16]3[C:17]([F:26])=[C:18]4[C:22](=[CH:23][CH:24]=3)[NH:21][C:20]([CH3:25])=[CH:19]4)=[N:10][CH:11]=[N:12]2)=[CH:7][C:6]=1[O:27][CH3:28].[CH3:29][NH:30][CH2:31][C:32]#[CH:33], predict the reaction product. The product is: [F:26][C:17]1[C:16]([O:15][C:9]2[C:8]3[C:13](=[CH:14][C:5]([O:4][CH2:3][CH2:2][N:30]([CH3:29])[CH2:31][C:32]#[CH:33])=[C:6]([O:27][CH3:28])[CH:7]=3)[N:12]=[CH:11][N:10]=2)=[CH:24][CH:23]=[C:22]2[C:18]=1[CH:19]=[C:20]([CH3:25])[NH:21]2.